Dataset: Full USPTO retrosynthesis dataset with 1.9M reactions from patents (1976-2016). Task: Predict the reactants needed to synthesize the given product. (1) Given the product [C:1]([O:6][CH2:12][CH2:11][O:10][CH2:7][CH:8]=[CH2:9])(=[O:5])[C:2]([CH3:4])=[CH2:3], predict the reactants needed to synthesize it. The reactants are: [C:1]([OH:6])(=[O:5])[C:2]([CH3:4])=[CH2:3].[CH2:7]([O:10][CH2:11][CH2:12]O)[CH:8]=[CH2:9].C([O-])(O)=O.[Na+]. (2) Given the product [F:5][C:6]1[CH:7]=[C:8]([NH:16][C:17]([NH:41][C:40]2[CH:42]=[CH:43][CH:44]=[C:38]([O:37][C:25]3[C:24]4[C:29](=[CH:30][C:31]([O:32][CH2:33][CH2:34][O:35][CH3:36])=[C:22]([O:21][CH3:20])[CH:23]=4)[N:28]=[CH:27][N:26]=3)[CH:39]=2)=[O:19])[CH:9]=[CH:10][C:11]=1[C:12]([F:13])([F:14])[F:15], predict the reactants needed to synthesize it. The reactants are: C(=O)(O)N.[F:5][C:6]1[CH:7]=[C:8]([NH:16][C:17](=[O:19])O)[CH:9]=[CH:10][C:11]=1[C:12]([F:15])([F:14])[F:13].[CH3:20][O:21][C:22]1[CH:23]=[C:24]2[C:29](=[CH:30][C:31]=1[O:32][CH2:33][CH2:34][O:35][CH3:36])[N:28]=[CH:27][N:26]=[C:25]2[O:37][C:38]1[CH:39]=[C:40]([CH:42]=[CH:43][CH:44]=1)[NH2:41].C(N(C(C)C)CC)(C)C. (3) The reactants are: [Br:1][C:2]1[CH:7]=[CH:6][C:5]([CH2:8][CH2:9][C:10]2([CH2:13][CH2:14][C:15]3[CH:20]=[CH:19][C:18]([Br:21])=[CH:17][CH:16]=3)O[CH2:11]2)=[CH:4][CH:3]=1. Given the product [Br:1][C:2]1[CH:7]=[CH:6][C:5]2[CH2:8][CH2:9][CH:10]3[CH:11]([C:4]=2[CH:3]=1)[C:16]1[CH:17]=[C:18]([Br:21])[CH:19]=[CH:20][C:15]=1[CH2:14][CH2:13]3, predict the reactants needed to synthesize it.